This data is from Full USPTO retrosynthesis dataset with 1.9M reactions from patents (1976-2016). The task is: Predict the reactants needed to synthesize the given product. (1) Given the product [C:1]1([C@@H:7]([CH:11]([CH3:13])[CH3:12])[CH2:8][CH2:9][OH:10])[CH:6]=[CH:5][CH:4]=[CH:3][CH:2]=1, predict the reactants needed to synthesize it. The reactants are: [C:1]1(/[C:7](/[CH:11]([CH3:13])[CH3:12])=[CH:8]/[CH2:9][OH:10])[CH:6]=[CH:5][CH:4]=[CH:3][CH:2]=1.[OH-].[K+]. (2) Given the product [Cl:1][C:2]1[C:3]([C:22]2[N:27]=[C:26]([NH:28][C:29]3[C:30]([C:35]([NH:38][CH2:39][CH2:40][OH:41])=[O:36])=[CH:31][N:32]=[CH:33][CH:34]=3)[CH:25]=[CH:24][N:23]=2)=[N:4][N:5]([CH2:10][C:11]2[C:12]([F:21])=[CH:13][C:14]([O:18][CH2:19][CH3:20])=[CH:15][C:16]=2[F:17])[C:6]=1[CH:7]1[CH2:9][CH2:8]1, predict the reactants needed to synthesize it. The reactants are: [Cl:1][C:2]1[C:3]([C:22]2[N:27]=[C:26]([NH:28][C:29]3[CH:34]=[CH:33][N:32]=[CH:31][C:30]=3[C:35](O)=[O:36])[CH:25]=[CH:24][N:23]=2)=[N:4][N:5]([CH2:10][C:11]2[C:16]([F:17])=[CH:15][C:14]([O:18][CH2:19][CH3:20])=[CH:13][C:12]=2[F:21])[C:6]=1[CH:7]1[CH2:9][CH2:8]1.[NH2:38][CH2:39][CH2:40][OH:41].F[P-](F)(F)(F)(F)F.N1(O[P+](N2CCCC2)(N2CCCC2)N2CCCC2)C2C=CC=CC=2N=N1.C(N(C(C)C)C(C)C)C. (3) Given the product [CH2:3]([O:5][C:6]1[CH:7]=[C:8]([CH:25]=[CH:26][CH:27]=1)[CH2:9][N:10]1[C:14]2=[N:15][CH:16]=[N:17][C:18]([N:19]3[CH2:29][CH2:28][N:31]([C:38]([O:40][C:41]4[CH:46]=[CH:45][C:44]([N+:47]([O-:49])=[O:48])=[CH:43][CH:42]=4)=[O:39])[CH2:21][CH2:20]3)=[C:13]2[CH:12]=[N:11]1)[CH3:4], predict the reactants needed to synthesize it. The reactants are: Cl.Cl.[CH2:3]([O:5][C:6]1[CH:7]=[C:8]([CH:25]=[CH:26][CH:27]=1)[CH2:9][N:10]1[C:14]2=[N:15][CH:16]=[N:17][C:18]([N:19]3CCC[CH2:21][CH2:20]3)=[C:13]2[CH:12]=[N:11]1)[CH3:4].[CH:28]([N:31](CC)C(C)C)(C)[CH3:29].Cl[C:38]([O:40][C:41]1[CH:46]=[CH:45][C:44]([N+:47]([O-:49])=[O:48])=[CH:43][CH:42]=1)=[O:39].C(=O)([O-])O.[Na+]. (4) Given the product [CH3:11][N:10]1[C:5]2[CH:4]=[CH:3][C:2]([NH:1][C:22]3[CH:23]=[CH:24][C:19]([N+:16]([O-:18])=[O:17])=[CH:20][CH:21]=3)=[CH:15][C:6]=2[C:7]([CH3:13])([CH3:14])[O:8][C:9]1=[O:12], predict the reactants needed to synthesize it. The reactants are: [NH2:1][C:2]1[CH:3]=[CH:4][C:5]2[N:10]([CH3:11])[C:9](=[O:12])[O:8][C:7]([CH3:14])([CH3:13])[C:6]=2[CH:15]=1.[N+:16]([C:19]1[CH:24]=[CH:23][C:22](B(O)O)=[CH:21][CH:20]=1)([O-:18])=[O:17]. (5) Given the product [CH3:12][O:11][C:7](=[O:10])[CH:8]([CH3:13])[CH2:9][C:1]1[CH:6]=[CH:5][CH:4]=[CH:3][CH:2]=1, predict the reactants needed to synthesize it. The reactants are: [CH:1]1[CH:6]=[CH:5][CH:4]=[CH:3][CH:2]=1.[C:7]([O:11][CH3:12])(=[O:10])[CH:8]=[CH2:9].[C:13](OC)(=O)C=C.C=CCCCC. (6) Given the product [Cl:1][C:2]1[CH:6]=[C:5]([C:7]([O:9][CH2:10][CH3:11])=[O:8])[N:4]([C:12]2[CH:13]=[N:14][CH:15]=[CH:16][CH:17]=2)[N:3]=1, predict the reactants needed to synthesize it. The reactants are: [Cl:1][C:2]1[CH2:6][CH:5]([C:7]([O:9][CH2:10][CH3:11])=[O:8])[N:4]([C:12]2[CH:13]=[N:14][CH:15]=[CH:16][CH:17]=2)[N:3]=1. (7) Given the product [NH2:1][CH:2]([CH:6]([CH3:11])[C:7]([F:10])([F:9])[F:8])[CH2:3][OH:4], predict the reactants needed to synthesize it. The reactants are: [NH2:1][CH:2]([CH:6]([CH3:11])[C:7]([F:10])([F:9])[F:8])[C:3](O)=[O:4].[Al]. (8) Given the product [CH2:1]([O:8][C:9]1[C:10]([C:16]([NH:56][CH2:55][C:54]2[CH:57]=[CH:58][C:51]([F:50])=[CH:52][CH:53]=2)=[O:18])=[N:11][C:12]([Br:15])=[CH:13][CH:14]=1)[C:2]1[CH:3]=[CH:4][CH:5]=[CH:6][CH:7]=1, predict the reactants needed to synthesize it. The reactants are: [CH2:1]([O:8][C:9]1[C:10]([C:16]([OH:18])=O)=[N:11][C:12]([Br:15])=[CH:13][CH:14]=1)[C:2]1[CH:7]=[CH:6][CH:5]=[CH:4][CH:3]=1.CN(C(ON1N=NC2C=CC=NC1=2)=[N+](C)C)C.F[P-](F)(F)(F)(F)F.CCN(CC)CC.[F:50][C:51]1[CH:58]=[CH:57][C:54]([CH2:55][NH2:56])=[CH:53][CH:52]=1.